From a dataset of Peptide-MHC class II binding affinity with 134,281 pairs from IEDB. Regression. Given a peptide amino acid sequence and an MHC pseudo amino acid sequence, predict their binding affinity value. This is MHC class II binding data. (1) The peptide sequence is VPDTKVNFYAWKRME. The MHC is DRB1_0401 with pseudo-sequence DRB1_0401. The binding affinity (normalized) is 0.310. (2) The peptide sequence is EEAEISGSSARYDVA. The MHC is DRB1_0701 with pseudo-sequence DRB1_0701. The binding affinity (normalized) is 0.495. (3) The peptide sequence is NLCCSQWGWCGSTDE. The MHC is HLA-DQA10101-DQB10501 with pseudo-sequence HLA-DQA10101-DQB10501. The binding affinity (normalized) is 0.134. (4) The MHC is DRB1_0701 with pseudo-sequence DRB1_0701. The peptide sequence is YDKFLAAVSTVLTGK. The binding affinity (normalized) is 0.874. (5) The peptide sequence is TPAAPAGAEPAGKAT. The MHC is DRB3_0101 with pseudo-sequence DRB3_0101. The binding affinity (normalized) is 0.0296. (6) The peptide sequence is LKTRPILSPLTKGIL. The MHC is HLA-DPA10201-DPB10101 with pseudo-sequence HLA-DPA10201-DPB10101. The binding affinity (normalized) is 0.539.